Dataset: Forward reaction prediction with 1.9M reactions from USPTO patents (1976-2016). Task: Predict the product of the given reaction. (1) Given the reactants [N+:1]([C:4]1[CH:5]=[CH:6][C:7](OC2C=C3C(=CC=2)OC(C2C=CC=CC=2)CC3)=[N:8][CH:9]=1)([O-:3])=[O:2].[F:27][C:28]1[CH:33]=[C:32]([F:34])[CH:31]=[CH:30][C:29]=1[CH:35]1[CH2:44][CH:43]([OH:45])[C:42]2[C:37](=[CH:38][CH:39]=[C:40]([OH:46])[CH:41]=2)[O:36]1, predict the reaction product. The product is: [F:27][C:28]1[CH:33]=[C:32]([F:34])[CH:31]=[CH:30][C:29]=1[CH:35]1[CH2:44][CH:43]([OH:45])[C:42]2[C:37](=[CH:38][CH:39]=[C:40]([O:46][C:7]3[CH:6]=[CH:5][C:4]([N+:1]([O-:3])=[O:2])=[CH:9][N:8]=3)[CH:41]=2)[O:36]1. (2) Given the reactants [Cl:1][C:2]1[CH:3]=[C:4]2[C:8](=[CH:9][CH:10]=1)[N:7]([S:11]([C:14]1[CH:19]=[CH:18][C:17]([O:20][CH3:21])=[C:16]([O:22][CH3:23])[CH:15]=1)(=[O:13])=[O:12])[CH:6]([C:24](O)=[O:25])[CH:5]2[C:27]1[C:32]([F:33])=[CH:31][CH:30]=[CH:29][C:28]=1[F:34].C(N1CC[O:40][CH2:39][CH2:38]1)C.ClC(OCC)=O.[NH3:49], predict the reaction product. The product is: [Cl:1][C:2]1[CH:10]=[CH:9][C:8]([N:7]([S:11]([C:14]2[CH:19]=[CH:18][C:17]([O:20][CH3:21])=[C:16]([O:22][CH3:23])[CH:15]=2)(=[O:12])=[O:13])[CH:6]([O:40][CH2:39][CH3:38])[C:24]([NH2:49])=[O:25])=[C:4]([CH2:5][C:27]2[C:28]([F:34])=[CH:29][CH:30]=[CH:31][C:32]=2[F:33])[CH:3]=1. (3) Given the reactants [Cl:1][C:2]1[C:10]2[N:9]=[C:8]3[N:11]([C:15]4[CH:20]=[CH:19][C:18]([O:21][CH3:22])=[CH:17][C:16]=4[Cl:23])[CH2:12][CH2:13][CH2:14][N:7]3[C:6]=2[C:5]([CH2:24][OH:25])=[CH:4][CH:3]=1.CC(OI1(OC(C)=O)(OC(C)=O)OC(=O)C2C=CC=CC1=2)=O, predict the reaction product. The product is: [Cl:1][C:2]1[CH:3]=[CH:4][C:5]([CH:24]=[O:25])=[C:6]2[C:10]=1[N:9]=[C:8]1[N:11]([C:15]3[CH:20]=[CH:19][C:18]([O:21][CH3:22])=[CH:17][C:16]=3[Cl:23])[CH2:12][CH2:13][CH2:14][N:7]21. (4) The product is: [Cl:34][C:10]1[CH:9]=[C:8]([C:5]2[CH:6]=[CH:7][C:2]([S:43][C:40]3[CH:41]=[CH:42][C:37]([CH3:36])=[CH:38][CH:39]=3)=[CH:3][C:4]=2[F:35])[CH:13]=[CH:12][C:11]=1[CH2:14][CH2:15][C:16]1([CH2:22][O:23][P:24]([C:30]([CH3:33])([CH3:32])[CH3:31])([C:26]([CH3:29])([CH3:28])[CH3:27])=[O:25])[CH2:20][O:19][C:18]([CH3:21])=[N:17]1. Given the reactants Br[C:2]1[CH:7]=[CH:6][C:5]([C:8]2[CH:13]=[CH:12][C:11]([CH2:14][CH2:15][C:16]3([CH2:22][O:23][P:24]([C:30]([CH3:33])([CH3:32])[CH3:31])([C:26]([CH3:29])([CH3:28])[CH3:27])=[O:25])[CH2:20][O:19][C:18]([CH3:21])=[N:17]3)=[C:10]([Cl:34])[CH:9]=2)=[C:4]([F:35])[CH:3]=1.[CH3:36][C:37]1[CH:42]=[CH:41][C:40]([SH:43])=[CH:39][CH:38]=1.C(N(C(C)C)CC)(C)C.C1(P(C2C=CC=CC=2)C2C3OC4C(=CC=CC=4P(C4C=CC=CC=4)C4C=CC=CC=4)C(C)(C)C=3C=CC=2)C=CC=CC=1, predict the reaction product.